Dataset: Reaction yield outcomes from USPTO patents with 853,638 reactions. Task: Predict the reaction yield, written as a fraction of the theoretical maximum amount of product (1.0 means a 100% yield; for example, 0.34 means a 34% yield). (1) The reactants are [N+:1]([C:4]1[C:12]2[C:7](=[CH:8][CH:9]=[C:10]([C:13]#[N:14])[CH:11]=2)[NH:6][C:5]=1[C:15]1[C:16](=[O:25])[NH:17][C:18]2[C:23]([N:24]=1)=[CH:22][CH:21]=[CH:20][CH:19]=2)([O-:3])=[O:2].[N-:26]=[N+:27]=[N-:28].[Na+].[NH4+].[Cl-].O. The catalyst is CN(C=O)C. The product is [NH:26]1[C:13]([C:10]2[CH:11]=[C:12]3[C:7](=[CH:8][CH:9]=2)[NH:6][C:5]([C:15]2[C:16](=[O:25])[NH:17][C:18]4[C:23]([N:24]=2)=[CH:22][CH:21]=[CH:20][CH:19]=4)=[C:4]3[N+:1]([O-:3])=[O:2])=[N:14][NH:28][NH:27]1. The yield is 0.690. (2) The reactants are C1C=C(Cl)C=C(C(OO)=[O:9])C=1.[CH3:12][C:13]1[CH:18]=[C:17]([CH3:19])[CH:16]=[CH:15][C:14]=1[CH:20]([C:43]1[CH:48]=[CH:47][CH:46]=[CH:45][CH:44]=1)[NH:21][C:22](=[O:42])[CH2:23][C:24]1[CH:25]=[CH:26][C:27]2[O:31][C:30]([C:32]([OH:40])([C:34]3[CH:39]=[CH:38][N:37]=[CH:36][CH:35]=3)[CH3:33])=[CH:29][C:28]=2[CH:41]=1. The catalyst is C(Cl)Cl. The product is [CH3:12][C:13]1[CH:18]=[C:17]([CH3:19])[CH:16]=[CH:15][C:14]=1[CH:20]([NH:21][C:22](=[O:42])[CH2:23][C:24]1[CH:25]=[CH:26][C:27]2[O:31][C:30]([C:32]([C:34]3[CH:39]=[CH:38][N+:37]([O-:9])=[CH:36][CH:35]=3)([OH:40])[CH3:33])=[CH:29][C:28]=2[CH:41]=1)[C:43]1[CH:48]=[CH:47][CH:46]=[CH:45][CH:44]=1. The yield is 0.500. (3) The reactants are [BH4-].[Na+].C([O:5][C:6]([C:8]1[CH:13]=[CH:12][N:11]=[C:10]([C:14]2[CH:19]=[C:18]([C:20](OCC)=[O:21])[CH:17]=[C:16]([C:25]3[CH:30]=[C:29]([CH2:31][CH2:32][CH2:33][CH2:34][CH2:35][CH2:36][CH2:37][CH2:38][CH2:39][CH2:40][CH2:41][CH2:42][CH2:43][CH2:44][CH2:45][CH2:46][CH2:47][CH2:48][CH3:49])[CH:28]=[CH:27][N:26]=3)[N:15]=2)[CH:9]=1)=O)C.[Cl-].[NH4+].[BH4-]. The catalyst is C(O)C. The product is [OH:5][CH2:6][C:8]1[CH:13]=[CH:12][N:11]=[C:10]([C:14]2[CH:19]=[C:18]([CH2:20][OH:21])[CH:17]=[C:16]([C:25]3[CH:30]=[C:29]([CH2:31][CH2:32][CH2:33][CH2:34][CH2:35][CH2:36][CH2:37][CH2:38][CH2:39][CH2:40][CH2:41][CH2:42][CH2:43][CH2:44][CH2:45][CH2:46][CH2:47][CH2:48][CH3:49])[CH:28]=[CH:27][N:26]=3)[N:15]=2)[CH:9]=1. The yield is 0.790. (4) The product is [CH2:13]([O:15][C:16]1[N:17]([CH2:34][C:35]2[CH:36]=[CH:37][C:38]([C:41]3[CH:46]=[CH:45][CH:44]=[CH:43][C:42]=3[C:47]3[NH:3][C:4](=[O:7])[O:5][N:48]=3)=[CH:39][CH:40]=2)[C:18](=[O:33])[C:19]([C:23]2[CH:24]=[CH:25][C:26]3[O:30][CH:29]([CH3:31])[CH2:28][C:27]=3[CH:32]=2)=[C:20]([CH3:22])[N:21]=1)[CH3:14]. The yield is 0.690. The reactants are [Cl-].O[NH3+:3].[C:4](=[O:7])([O-])[OH:5].[Na+].CS(C)=O.[CH2:13]([O:15][C:16]1[N:17]([CH2:34][C:35]2[CH:40]=[CH:39][C:38]([C:41]3[C:42]([C:47]#[N:48])=[CH:43][CH:44]=[CH:45][CH:46]=3)=[CH:37][CH:36]=2)[C:18](=[O:33])[C:19]([C:23]2[CH:24]=[CH:25][C:26]3[O:30][CH:29]([CH3:31])[CH2:28][C:27]=3[CH:32]=2)=[C:20]([CH3:22])[N:21]=1)[CH3:14]. The catalyst is O. (5) The reactants are [F:1][CH:2]1[CH:7]([CH2:8][C:9]([O:11][CH2:12][CH3:13])=[O:10])[CH2:6][CH2:5][NH:4][CH2:3]1.[C:14]([O:18][C:19]([N:21]([CH2:23][CH:24]=O)[CH3:22])=[O:20])([CH3:17])([CH3:16])[CH3:15].[BH-](OC(C)=O)(OC(C)=O)OC(C)=O.[Na+].C(O)(=O)C. The catalyst is C1COCC1. The product is [F:1][CH:2]1[CH:7]([CH2:8][C:9]([O:11][CH2:12][CH3:13])=[O:10])[CH2:6][CH2:5][N:4]([CH2:24][CH2:23][N:21]([C:19]([O:18][C:14]([CH3:15])([CH3:17])[CH3:16])=[O:20])[CH3:22])[CH2:3]1. The yield is 0.560.